This data is from Forward reaction prediction with 1.9M reactions from USPTO patents (1976-2016). The task is: Predict the product of the given reaction. (1) Given the reactants [OH:1][C:2]1[CH:18]=[CH:17][C:5]([C:6]2[CH2:7][O:8][C:9]3[C:14]([CH:15]=2)=[CH:13][CH:12]=[C:11](O)[CH:10]=3)=[CH:4][CH:3]=1.[CH3:19][NH:20][CH2:21][C:22]1[CH:27]=[CH:26][CH:25]=[CH:24][CH:23]=1.[CH2:28]=[O:29].[CH2:30](O)C, predict the reaction product. The product is: [C:22]1([CH:21]([N:20]2[CH2:19][C:12]3[CH:13]=[C:14]4[C:9](=[CH:10][C:11]=3[O:29][CH2:28]2)[O:8][CH2:7][C:6]([C:5]2[CH:17]=[CH:18][C:2]([OH:1])=[CH:3][CH:4]=2)=[CH:15]4)[CH3:30])[CH:27]=[CH:26][CH:25]=[CH:24][CH:23]=1. (2) Given the reactants [F:1][C:2]1[CH:11]=[CH:10][CH:9]=[C:8]2[C:3]=1[C:4]([CH2:21][C:22]([NH2:24])=[O:23])=[N:5][C:6]([N:12]1[CH2:17][CH2:16][N:15]3[CH2:18][CH2:19][CH2:20][C@@H:14]3[CH2:13]1)=[N:7]2.C[O:26][C:27](=O)[C:28]([C:30]1[C:31]2[S:44][CH:43]=[CH:42][C:32]=2[N:33](C(OC(C)(C)C)=O)[CH:34]=1)=O.O(C(C)(C)C)[K], predict the reaction product. The product is: [F:1][C:2]1[CH:11]=[CH:10][CH:9]=[C:8]2[C:3]=1[C:4]([C:21]1[C:22](=[O:23])[NH:24][C:27](=[O:26])[C:28]=1[C:30]1[C:31]3[S:44][CH:43]=[CH:42][C:32]=3[NH:33][CH:34]=1)=[N:5][C:6]([N:12]1[CH2:17][CH2:16][N:15]3[CH2:18][CH2:19][CH2:20][C@@H:14]3[CH2:13]1)=[N:7]2. (3) Given the reactants [CH:1]([O:4][C:5]1[CH:14]=[C:13]([C:15]([F:18])([F:17])[F:16])[C:12]2[C:7](=[CH:8][C:9]([O:23]C)=[C:10]([NH:19][CH:20]([CH3:22])[CH3:21])[CH:11]=2)[N:6]=1)([CH3:3])[CH3:2].C1(S)C=CC=CC=1.[H-].[Na+].OS([O-])(=O)=O.[Na+], predict the reaction product. The product is: [CH:1]([O:4][C:5]1[CH:14]=[C:13]([C:15]([F:17])([F:16])[F:18])[C:12]2[C:7](=[CH:8][C:9]([OH:23])=[C:10]([NH:19][CH:20]([CH3:22])[CH3:21])[CH:11]=2)[N:6]=1)([CH3:3])[CH3:2]. (4) Given the reactants C1(P(C2C=CC=CC=2)C2C=CC=CC=2)C=CC=CC=1.[C:20]([Br:24])(Br)(Br)Br.[C:25]([C:28]1[CH:33]=[C:32](CO)[CH:31]=[CH:30][N:29]=1)(=[O:27])[NH2:26], predict the reaction product. The product is: [Br:24][CH2:20][C:32]1[CH:31]=[CH:30][N:29]=[C:28]([C:25](=[O:27])[NH2:26])[CH:33]=1. (5) Given the reactants [ClH:1].[CH3:2][C:3]1[CH:8]=[CH:7][C:6]([S:9]([N:12]2[CH2:16][CH2:15][CH2:14][CH2:13]2)(=[O:11])=[O:10])=[CH:5][C:4]=1[C:17]1[CH:22]=[CH:21][C:20]([CH2:23][C@H:24]([NH:38][C:39]([C@H:41]2[CH2:46][CH2:45][C@H:44]([CH2:47][NH:48]C(=O)OC(C)(C)C)[CH2:43][CH2:42]2)=[O:40])[C:25](=[O:37])[NH:26][C:27]2[CH:35]=[C:34]3[C:30]([C:31](=[O:36])[NH:32][NH:33]3)=[CH:29][CH:28]=2)=[CH:19][CH:18]=1, predict the reaction product. The product is: [ClH:1].[NH2:48][CH2:47][C@H:44]1[CH2:43][CH2:42][C@H:41]([C:39]([NH:38][C@@H:24]([CH2:23][C:20]2[CH:21]=[CH:22][C:17]([C:4]3[CH:5]=[C:6]([S:9]([N:12]4[CH2:16][CH2:15][CH2:14][CH2:13]4)(=[O:10])=[O:11])[CH:7]=[CH:8][C:3]=3[CH3:2])=[CH:18][CH:19]=2)[C:25](=[O:37])[NH:26][C:27]2[CH:35]=[C:34]3[C:30]([C:31](=[O:36])[NH:32][NH:33]3)=[CH:29][CH:28]=2)=[O:40])[CH2:46][CH2:45]1. (6) Given the reactants [OH:1][C:2]1[C:3]([CH3:18])=[C:4]2[C:9](=[C:10]([CH3:13])[C:11]=1[CH3:12])[O:8][C:7]([CH3:17])([C:14]([OH:16])=O)[CH2:6][CH2:5]2.C1N=CN(C(N2C=NC=C2)=O)C=1.[CH3:31][N:32]1[CH2:37][CH2:36][NH:35][CH2:34][CH2:33]1, predict the reaction product. The product is: [OH:1][C:2]1[C:3]([CH3:18])=[C:4]2[C:9](=[C:10]([CH3:13])[C:11]=1[CH3:12])[O:8][C:7]([C:14]([N:35]1[CH2:36][CH2:37][N:32]([CH3:31])[CH2:33][CH2:34]1)=[O:16])([CH3:17])[CH2:6][CH2:5]2. (7) Given the reactants Br[C:2]1[CH:3]=[C:4]([N+:23]([O-:25])=[O:24])[C:5]2[N:9]=[C:8]([CH3:10])[N:7]([CH2:11][C:12]3[C:21]4[C:16](=[CH:17][CH:18]=[CH:19][CH:20]=4)[CH:15]=[CH:14][CH:13]=3)[C:6]=2[CH:22]=1.[NH:26]1[CH2:31][CH2:30][O:29][CH2:28][CH2:27]1.C([O-])([O-])=O.[Cs+].[Cs+].CC(C1C=C(C(C)C)C(C2C=CC=CC=2P(C2CCCCC2)C2CCCCC2)=C(C(C)C)C=1)C, predict the reaction product. The product is: [CH3:10][C:8]1[N:7]([CH2:11][C:12]2[C:21]3[C:16](=[CH:17][CH:18]=[CH:19][CH:20]=3)[CH:15]=[CH:14][CH:13]=2)[C:6]2[CH:22]=[C:2]([N:26]3[CH2:31][CH2:30][O:29][CH2:28][CH2:27]3)[CH:3]=[C:4]([N+:23]([O-:25])=[O:24])[C:5]=2[N:9]=1. (8) The product is: [Br:27][C:2]1[CH:7]=[C:6]([CH2:8][CH2:9][CH2:10][CH2:11][CH2:12][CH2:13][CH2:14][CH2:15][CH2:16][CH2:17][CH2:18][CH2:19][CH2:20][CH2:21][CH2:22][CH2:23][CH2:24][CH2:25][CH3:26])[CH:5]=[CH:4][N:3]=1. Given the reactants N[C:2]1[CH:7]=[C:6]([CH2:8][CH2:9][CH2:10][CH2:11][CH2:12][CH2:13][CH2:14][CH2:15][CH2:16][CH2:17][CH2:18][CH2:19][CH2:20][CH2:21][CH2:22][CH2:23][CH2:24][CH2:25][CH3:26])[CH:5]=[CH:4][N:3]=1.[BrH:27].BrBr.N([O-])=O.[Na+].[OH-].[Na+], predict the reaction product. (9) Given the reactants [F:1][CH:2]([F:5])[CH2:3][NH2:4].[F:6][C:7]([F:33])([F:32])[C@H:8]1[CH2:13][CH2:12][C@H:11]([NH:14][C:15](=[O:31])[C:16]2[CH:21]=[C:20]([N+:22]([O-:24])=[O:23])[C:19](Cl)=[N:18][C:17]=2[O:26][CH2:27][CH:28]([F:30])[F:29])[CH2:10][CH2:9]1.C1COCC1, predict the reaction product. The product is: [F:32][C:7]([F:6])([F:33])[C@H:8]1[CH2:9][CH2:10][C@H:11]([NH:14][C:15](=[O:31])[C:16]2[CH:21]=[C:20]([N+:22]([O-:24])=[O:23])[C:19]([NH:4][CH2:3][CH:2]([F:5])[F:1])=[N:18][C:17]=2[O:26][CH2:27][CH:28]([F:30])[F:29])[CH2:12][CH2:13]1.